This data is from Catalyst prediction with 721,799 reactions and 888 catalyst types from USPTO. The task is: Predict which catalyst facilitates the given reaction. (1) Reactant: [CH3:1][C:2]1[CH:3]=[C:4]([CH:9]=[CH:10][C:11]=1[N:12]1[CH2:17][CH2:16][CH2:15][CH2:14][C:13]1=[O:18])[C:5]([O:7]C)=[O:6].[OH-].[Na+]. Product: [CH3:1][C:2]1[CH:3]=[C:4]([CH:9]=[CH:10][C:11]=1[N:12]1[CH2:17][CH2:16][CH2:15][CH2:14][C:13]1=[O:18])[C:5]([OH:7])=[O:6]. The catalyst class is: 5. (2) Reactant: Br[C:2]1[CH:7]=[CH:6][C:5]([N:8]2[CH2:13][CH2:12][S:11](=[O:15])(=[O:14])[CH2:10][CH2:9]2)=[CH:4][CH:3]=1.[B:16]1([B:16]2[O:20][C:19]([CH3:22])([CH3:21])[C:18]([CH3:24])([CH3:23])[O:17]2)[O:20][C:19]([CH3:22])([CH3:21])[C:18]([CH3:24])([CH3:23])[O:17]1.CC([O-])=O.[K+]. Product: [CH3:23][C:18]1([CH3:24])[C:19]([CH3:22])([CH3:21])[O:20][B:16]([C:2]2[CH:7]=[CH:6][C:5]([N:8]3[CH2:13][CH2:12][S:11](=[O:15])(=[O:14])[CH2:10][CH2:9]3)=[CH:4][CH:3]=2)[O:17]1. The catalyst class is: 368. (3) Reactant: [Cl:1][C:2]1[N:7]=[CH:6][C:5]([CH:8]=O)=[C:4]([NH:10][CH2:11][CH3:12])[CH:3]=1.CO[C:15](=[O:27])[C:16]1[CH:21]=[C:20]([O:22][CH3:23])[CH:19]=[C:18]([CH2:24][C:25]#[N:26])[CH:17]=1.[C:28]([O-])([O-])=O.[K+].[K+].[OH2:34]. Product: [CH3:28][O:34][C:15](=[O:27])[C:16]1[CH:21]=[C:20]([O:22][CH3:23])[CH:19]=[C:18]([C:24]2[C:25](=[NH:26])[N:10]([CH2:11][CH3:12])[C:4]3[C:5]([CH:8]=2)=[CH:6][N:7]=[C:2]([Cl:1])[CH:3]=3)[CH:17]=1. The catalyst class is: 3. (4) Reactant: CCN(CC)CC.Cl.[CH3:9][C:10]1[S:11][C:12]([NH2:15])=[CH:13][N:14]=1.[CH3:16][C:17](OC(C)=O)=[O:18]. Product: [CH3:9][C:10]1[S:11][C:12]([NH:15][C:17](=[O:18])[CH3:16])=[CH:13][N:14]=1. The catalyst class is: 2. (5) Reactant: [I:1][C:2]1[CH:3]=[C:4]([C:8]2[N:9]=[N:10][NH:11][N:12]=2)[CH:5]=[CH:6][CH:7]=1.C(N(CC)CC)C.Br[CH2:21][CH2:22][CH2:23][OH:24]. Product: [I:1][C:2]1[CH:3]=[C:4]([C:8]2[N:9]=[N:10][N:11]([CH2:21][CH2:22][CH2:23][OH:24])[N:12]=2)[CH:5]=[CH:6][CH:7]=1. The catalyst class is: 23. (6) The catalyst class is: 5. Product: [Br:1][C:2]1[CH:3]=[C:4]([C@H:8]([NH:13][C@@H:14]([CH2:15][CH:16]([CH3:18])[CH3:17])[CH2:19][OH:20])[C:9]([F:12])([F:11])[F:10])[CH:5]=[CH:6][CH:7]=1. Reactant: [Br:1][C:2]1[CH:3]=[C:4]([C@H:8]([NH:13][C@H:14]([C:19](C)(C)[O:20][SiH2]C(C)(C)C)[CH2:15][CH:16]([CH3:18])[CH3:17])[C:9]([F:12])([F:11])[F:10])[CH:5]=[CH:6][CH:7]=1.Cl.